Dataset: Catalyst prediction with 721,799 reactions and 888 catalyst types from USPTO. Task: Predict which catalyst facilitates the given reaction. (1) Product: [CH2:22]([Sn:17]([CH2:13][CH2:14][CH2:15][CH3:16])([CH2:18][CH2:19][CH2:20][CH3:21])[C:7]1[CH:12]=[CH:11][CH:10]=[CH:9][N:8]=1)[CH2:23][CH2:24][CH3:25]. The catalyst class is: 1. Reactant: C([Li])CCC.Br[C:7]1[CH:12]=[CH:11][CH:10]=[CH:9][N:8]=1.[CH2:13]([Sn:17](Cl)([CH2:22][CH2:23][CH2:24][CH3:25])[CH2:18][CH2:19][CH2:20][CH3:21])[CH2:14][CH2:15][CH3:16].[NH4+].[Cl-]. (2) Reactant: [CH3:1][C:2]1[C:6](=[O:7])[O:5][CH2:4][C:3]=1[N:8]1[CH:12]=[CH:11][C:10]2([CH2:17][CH2:16][N:15](C(OC(C)(C)C)=O)[CH2:14][CH2:13]2)[C:9]1=[O:25].FC(F)(F)C(O)=O. Product: [CH3:1][C:2]1[C:6](=[O:7])[O:5][CH2:4][C:3]=1[N:8]1[CH:12]=[CH:11][C:10]2([CH2:17][CH2:16][NH:15][CH2:14][CH2:13]2)[C:9]1=[O:25]. The catalyst class is: 4. (3) Reactant: [Cl:1][CH:2]([Cl:7])[C:3]([O:5][CH3:6])=[O:4].[CH3:8][O:9][C:10](=[O:13])[CH:11]=[CH2:12].C[O-].[Na+]. Product: [Cl:1][C:2]([Cl:7])([CH2:12][CH2:11][C:10]([O:9][CH3:8])=[O:13])[C:3]([O:5][CH3:6])=[O:4]. The catalyst class is: 6. (4) Reactant: Br[C:2]1([CH2:13][C:14]2[CH:19]=[CH:18][CH:17]=[C:16]([Cl:20])[CH:15]=2)[C:10]2[C:5](=[CH:6][C:7]([Cl:11])=[CH:8][CH:9]=2)[NH:4][C:3]1=[O:12].[CH2:21]([O:23][C:24](=[O:30])[CH2:25][NH:26][CH:27]([CH3:29])[CH3:28])[CH3:22].CCN(C(C)C)C(C)C. Product: [CH2:21]([O:23][C:24](=[O:30])[CH2:25][N:26]([C:2]1([CH2:13][C:14]2[CH:19]=[CH:18][CH:17]=[C:16]([Cl:20])[CH:15]=2)[C:10]2[C:5](=[CH:6][C:7]([Cl:11])=[CH:8][CH:9]=2)[NH:4][C:3]1=[O:12])[CH:27]([CH3:29])[CH3:28])[CH3:22]. The catalyst class is: 4. (5) Reactant: [H-].[H-].[H-].[H-].[Li+].[Al+3].CC1C=CC(S(O[CH2:18][C@@H:19]2[CH2:28][C:27]3[C:22](=[CH:23][CH:24]=[CH:25][CH:26]=3)[CH2:21][N:20]2[S:29]([C:32]2[CH:37]=[CH:36][C:35]([CH3:38])=[CH:34][CH:33]=2)(=[O:31])=[O:30])(=O)=O)=CC=1.[OH-].[Na+]. Product: [CH3:18][C@@H:19]1[CH2:28][C:27]2[C:22](=[CH:23][CH:24]=[CH:25][CH:26]=2)[CH2:21][N:20]1[S:29]([C:32]1[CH:33]=[CH:34][C:35]([CH3:38])=[CH:36][CH:37]=1)(=[O:31])=[O:30]. The catalyst class is: 237. (6) Reactant: [OH:1][C:2]1[CH:9]=[CH:8][C:5]([CH:6]=[O:7])=[CH:4][CH:3]=1.C(N(CC)CC)C.[S:17](Cl)([C:20]1[CH:26]=[CH:25][C:23]([CH3:24])=[CH:22][CH:21]=1)(=[O:19])=[O:18].Cl. The catalyst class is: 46. Product: [CH:6]([C:5]1[CH:8]=[CH:9][C:2]([O:1][S:17]([C:20]2[CH:26]=[CH:25][C:23]([CH3:24])=[CH:22][CH:21]=2)(=[O:19])=[O:18])=[CH:3][CH:4]=1)=[O:7]. (7) The catalyst class is: 1. Reactant: [CH3:1][O:2][C:3]1[N:8]=[CH:7][C:6]([CH2:9][OH:10])=[CH:5][CH:4]=1.[H-].[Na+].[NH2:13][C:14]1[N:19]=[C:18](Cl)[CH:17]=[CH:16][N:15]=1. Product: [CH3:1][O:2][C:3]1[N:8]=[CH:7][C:6]([CH2:9][O:10][C:16]2[CH:17]=[CH:18][N:19]=[C:14]([NH2:13])[N:15]=2)=[CH:5][CH:4]=1. (8) Reactant: C[O:2][C:3]([CH:5]1[CH2:14][C:13]2[CH:12]=[C:11]3[O:15][CH2:16][C@H:17]([C:19]4[CH:24]=[CH:23][C:22]([OH:25])=[CH:21][CH:20]=4)[O:18][C:10]3=[CH:9][C:8]=2[CH2:7][N:6]1[C@H:26]([C:29]1[CH:34]=[CH:33][CH:32]=[CH:31][CH:30]=1)[CH2:27][CH3:28])=[O:4].[CH:35]1([CH2:40][CH2:41]O)[CH2:39][CH2:38][CH2:37][CH2:36]1.C1(P(C2C=CC=CC=2)C2C=CC=CC=2)C=CC=CC=1.CC(OC(/N=N/C(OC(C)C)=O)=O)C. Product: [CH:35]1([CH2:40][CH2:41][O:25][C:22]2[CH:21]=[CH:20][C:19]([C@H:17]3[CH2:16][O:15][C:11]4=[CH:12][C:13]5[CH2:14][C@@H:5]([C:3]([OH:2])=[O:4])[N:6]([C@H:26]([C:29]6[CH:34]=[CH:33][CH:32]=[CH:31][CH:30]=6)[CH2:27][CH3:28])[CH2:7][C:8]=5[CH:9]=[C:10]4[O:18]3)=[CH:24][CH:23]=2)[CH2:39][CH2:38][CH2:37][CH2:36]1. The catalyst class is: 2. (9) Reactant: [N+:1]([O-:4])([OH:3])=[O:2].[NH2:5][C@H:6]([C:14]([OH:16])=[O:15])[CH2:7][CH2:8][CH2:9][NH:10][C:11]([NH2:13])=[O:12].[N+:17]([O-:20])([OH:19])=[O:18].[NH2:21][C@H:22]([C:30]([OH:32])=[O:31])[CH2:23][CH2:24][CH2:25][NH:26][C:27]([NH2:29])=[O:28]. Product: [N+:1]([O-:4])([OH:3])=[O:2].[N+:17]([O-:20])([OH:19])=[O:18].[NH2:5][C@H:6]([C:14]([OH:16])=[O:15])[CH2:7][CH2:8][CH2:9][NH:10][C:11]([NH2:13])=[O:12].[N+:1]([O-:4])([OH:3])=[O:2].[N+:1]([O-:4])([OH:3])=[O:2].[N+:1]([O-:4])([OH:3])=[O:2].[NH2:21][C@H:22]([C:30]([OH:32])=[O:31])[CH2:23][CH2:24][CH2:25][NH:26][C:27]([NH2:29])=[O:28]. The catalyst class is: 6.